From a dataset of Reaction yield outcomes from USPTO patents with 853,638 reactions. Predict the reaction yield, written as a fraction of the theoretical maximum amount of product (1.0 means a 100% yield; for example, 0.34 means a 34% yield). (1) The reactants are Cl.[NH2:2][C:3]1[CH:8]=[CH:7][C:6]([OH:9])=[C:5]([F:10])[CH:4]=1.CC([O-])(C)C.[K+].[O:17]1[CH2:22][CH2:21][CH2:20][O:19][CH:18]1[C:23]1[N:28]=[CH:27][C:26]([C:29]2[S:37][C:36]3[C:31](=[N:32][CH:33]=[CH:34][C:35]=3Cl)[CH:30]=2)=[CH:25][CH:24]=1.O. The catalyst is CS(C)=O. The product is [O:17]1[CH2:22][CH2:21][CH2:20][O:19][CH:18]1[C:23]1[N:28]=[CH:27][C:26]([C:29]2[S:37][C:36]3[C:31](=[N:32][CH:33]=[CH:34][C:35]=3[O:9][C:6]3[CH:7]=[CH:8][C:3]([NH2:2])=[CH:4][C:5]=3[F:10])[CH:30]=2)=[CH:25][CH:24]=1. The yield is 0.910. (2) The reactants are [NH2:1][C:2]1[CH:11]=[CH:10][C:5]([C:6]([O:8][CH3:9])=[O:7])=[CH:4][CH:3]=1.[C:12]([NH:19][CH2:20][C:21](O)=[O:22])([O:14][C:15]([CH3:18])([CH3:17])[CH3:16])=[O:13].F[P-](F)(F)(F)(F)F.N1(O[P+](N(C)C)(N(C)C)N(C)C)C2C=CC=CC=2N=N1.CCN(C(C)C)C(C)C. The catalyst is CN(C=O)C. The product is [CH3:9][O:8][C:6](=[O:7])[C:5]1[CH:4]=[CH:3][C:2]([NH:1][C:21](=[O:22])[CH2:20][NH:19][C:12]([O:14][C:15]([CH3:17])([CH3:16])[CH3:18])=[O:13])=[CH:11][CH:10]=1. The yield is 0.980. (3) The reactants are [N+:1]([C:4]1[CH:9]=[CH:8][C:7]([OH:10])=[CH:6][CH:5]=1)([O-:3])=[O:2].C(=O)([O-])[O-].[K+].[K+].Br[CH2:18][CH:19]1[CH2:21][CH2:20]1. The catalyst is CN(C=O)C.C(OCC)(=O)C. The product is [CH:19]1([CH2:18][O:10][C:7]2[CH:8]=[CH:9][C:4]([N+:1]([O-:3])=[O:2])=[CH:5][CH:6]=2)[CH2:21][CH2:20]1. The yield is 0.750.